This data is from NCI-60 drug combinations with 297,098 pairs across 59 cell lines. The task is: Regression. Given two drug SMILES strings and cell line genomic features, predict the synergy score measuring deviation from expected non-interaction effect. (1) Drug 1: CNC(=O)C1=CC=CC=C1SC2=CC3=C(C=C2)C(=NN3)C=CC4=CC=CC=N4. Drug 2: CC12CCC3C(C1CCC2O)C(CC4=C3C=CC(=C4)O)CCCCCCCCCS(=O)CCCC(C(F)(F)F)(F)F. Cell line: COLO 205. Synergy scores: CSS=2.15, Synergy_ZIP=2.24, Synergy_Bliss=6.12, Synergy_Loewe=1.59, Synergy_HSA=2.08. (2) Drug 2: CC1C(C(CC(O1)OC2CC(CC3=C2C(=C4C(=C3O)C(=O)C5=C(C4=O)C(=CC=C5)OC)O)(C(=O)C)O)N)O.Cl. Synergy scores: CSS=44.3, Synergy_ZIP=6.24, Synergy_Bliss=8.01, Synergy_Loewe=3.32, Synergy_HSA=7.42. Cell line: HOP-62. Drug 1: COC1=CC(=CC(=C1O)OC)C2C3C(COC3=O)C(C4=CC5=C(C=C24)OCO5)OC6C(C(C7C(O6)COC(O7)C8=CC=CS8)O)O. (3) Drug 1: B(C(CC(C)C)NC(=O)C(CC1=CC=CC=C1)NC(=O)C2=NC=CN=C2)(O)O. Drug 2: N.N.Cl[Pt+2]Cl. Cell line: RPMI-8226. Synergy scores: CSS=89.0, Synergy_ZIP=2.01, Synergy_Bliss=1.76, Synergy_Loewe=4.20, Synergy_HSA=5.50. (4) Drug 1: CNC(=O)C1=CC=CC=C1SC2=CC3=C(C=C2)C(=NN3)C=CC4=CC=CC=N4. Drug 2: CCCCCOC(=O)NC1=NC(=O)N(C=C1F)C2C(C(C(O2)C)O)O. Cell line: OVCAR-5. Synergy scores: CSS=-0.980, Synergy_ZIP=6.34, Synergy_Bliss=2.40, Synergy_Loewe=0.985, Synergy_HSA=0.930. (5) Drug 1: C1CC(C1)(C(=O)O)C(=O)O.[NH2-].[NH2-].[Pt+2]. Drug 2: CN1C(=O)N2C=NC(=C2N=N1)C(=O)N. Cell line: HCC-2998. Synergy scores: CSS=12.3, Synergy_ZIP=-1.07, Synergy_Bliss=3.99, Synergy_Loewe=-1.07, Synergy_HSA=0.636. (6) Drug 1: C1=NC2=C(N=C(N=C2N1C3C(C(C(O3)CO)O)F)Cl)N. Drug 2: CC=C1C(=O)NC(C(=O)OC2CC(=O)NC(C(=O)NC(CSSCCC=C2)C(=O)N1)C(C)C)C(C)C. Cell line: T-47D. Synergy scores: CSS=30.6, Synergy_ZIP=-9.13, Synergy_Bliss=-5.09, Synergy_Loewe=-16.8, Synergy_HSA=-2.66. (7) Drug 2: C1CCN(CC1)CCOC2=CC=C(C=C2)C(=O)C3=C(SC4=C3C=CC(=C4)O)C5=CC=C(C=C5)O. Synergy scores: CSS=1.98, Synergy_ZIP=-2.43, Synergy_Bliss=-4.57, Synergy_Loewe=-6.17, Synergy_HSA=-5.30. Cell line: IGROV1. Drug 1: C1CCC(C1)C(CC#N)N2C=C(C=N2)C3=C4C=CNC4=NC=N3.